Predict the product of the given reaction. From a dataset of Forward reaction prediction with 1.9M reactions from USPTO patents (1976-2016). (1) Given the reactants P([O-])([O-])([O-])=O.[Na+].[Cl-:7].C(N(CC(O)=O)CC(O)=O)CN(CC(O)=O)CC(O)=O.Cl.[NH2:29][O:30][CH2:31][C:32]([O:34][N:35]1[C:39](=[O:40])[CH2:38][CH2:37][C:36]1=[O:41])=[O:33].CN(C=O)C, predict the reaction product. The product is: [ClH:7].[NH2:29][O:30][CH2:31][C:32]([O:34][N:35]1[C:39](=[O:40])[CH2:38][CH2:37][C:36]1=[O:41])=[O:33]. (2) Given the reactants C(OC([N:8]1[CH2:12][C@@H:11]([CH2:13][N:14]([CH:31]([CH3:33])[CH3:32])[C:15](=[O:30])[C:16]2[CH:21]=[CH:20][C:19]([O:22][CH3:23])=[C:18]([O:24][CH2:25][CH2:26][CH2:27][O:28][CH3:29])[CH:17]=2)[C@H:10]([NH2:34])[CH2:9]1)=O)(C)(C)C.[CH2:35]([N:42]([CH3:47])[C:43](=[O:46])[CH2:44]Cl)[C:36]1[CH:41]=[CH:40][CH:39]=[CH:38][CH:37]=1.CC#N.O, predict the reaction product. The product is: [CH2:35]([N:42]([CH3:47])[C:43]([CH2:44][NH:34][C@@H:10]1[CH2:9][NH:8][CH2:12][C@H:11]1[CH2:13][N:14]([CH:31]([CH3:32])[CH3:33])[C:15](=[O:30])[C:16]1[CH:21]=[CH:20][C:19]([O:22][CH3:23])=[C:18]([O:24][CH2:25][CH2:26][CH2:27][O:28][CH3:29])[CH:17]=1)=[O:46])[C:36]1[CH:41]=[CH:40][CH:39]=[CH:38][CH:37]=1. (3) Given the reactants F[P-](F)(F)(F)(F)F.N1(O[P+](N(C)C)(N(C)C)N(C)C)C2C=CC=CC=2N=N1.[Cl:28][C:29]1[CH:37]=[CH:36][CH:35]=[C:34]2[C:30]=1[C:31]([NH2:44])=[CH:32][N:33]2[C:38]1[N:43]=[CH:42][CH:41]=[CH:40][N:39]=1.[C:45]12([CH2:55][C:56](O)=[O:57])[CH2:54][CH:49]3[CH2:50][CH:51]([CH2:53][CH:47]([CH2:48]3)[CH2:46]1)[CH2:52]2.CCN(C(C)C)C(C)C, predict the reaction product. The product is: [C:45]12([CH2:55][C:56]([NH:44][C:31]3[C:30]4[C:34](=[CH:35][CH:36]=[CH:37][C:29]=4[Cl:28])[N:33]([C:38]4[N:43]=[CH:42][CH:41]=[CH:40][N:39]=4)[CH:32]=3)=[O:57])[CH2:52][CH:51]3[CH2:50][CH:49]([CH2:48][CH:47]([CH2:53]3)[CH2:46]1)[CH2:54]2. (4) Given the reactants CI.[NH:3]([C:18]([O:20][C:21]([CH3:24])([CH3:23])[CH3:22])=[O:19])[C@@H:4]([C:9]([NH:11][C@H:12]([C:14]([O:16][CH3:17])=[O:15])[CH3:13])=[O:10])[CH2:5][CH2:6]SC, predict the reaction product. The product is: [C:21]([O:20][C:18]([NH:3][C@@H:4]1[CH2:5][CH2:6][N:11]([C@@H:12]([CH3:13])[C:14]([O:16][CH3:17])=[O:15])[C:9]1=[O:10])=[O:19])([CH3:24])([CH3:23])[CH3:22]. (5) The product is: [CH3:25][O:26][C:27]1[C:28]([C:29]2[O:1][N:2]=[C:3]([C:5]3[CH:13]=[CH:12][C:11]4[N:10]5[CH2:14][CH2:15][CH:16]([CH2:17][C:18]([OH:20])=[O:19])[C:9]5=[CH:8][C:7]=4[CH:6]=3)[N:4]=2)=[CH:32][CH:33]=[C:34]([O:36][CH3:37])[N:35]=1. Given the reactants [OH:1][N:2]=[C:3]([C:5]1[CH:13]=[CH:12][C:11]2[N:10]3[CH2:14][CH2:15][CH:16]([CH2:17][C:18]([O:20]C(C)(C)C)=[O:19])[C:9]3=[CH:8][C:7]=2[CH:6]=1)[NH2:4].[CH3:25][O:26][C:27]1[N:35]=[C:34]([O:36][CH3:37])[CH:33]=[CH:32][C:28]=1[C:29](O)=O, predict the reaction product. (6) The product is: [CH3:19][NH:18][C:16]1[C:15]([C:20]([F:22])([F:21])[F:23])=[CH:14][N:13]=[C:12]([NH:10][C:9]2[CH:8]=[N:7][N:4]3[CH2:5][CH2:6][N:2]([CH3:1])[C:3]=23)[N:17]=1. Given the reactants [CH3:1][N:2]1[CH2:6][CH2:5][N:4]2[N:7]=[CH:8][C:9]([NH2:10])=[C:3]12.Cl[C:12]1[N:17]=[C:16]([NH:18][CH3:19])[C:15]([C:20]([F:23])([F:22])[F:21])=[CH:14][N:13]=1.C(=O)([O-])[O-].[Cs+].[Cs+].CC(C1C=C(C(C)C)C(C2C(P(C3CCCCC3)C3CCCCC3)=C(OC)C=CC=2OC)=C(C(C)C)C=1)C, predict the reaction product. (7) Given the reactants [OH:1][C:2]1[CH:10]=[C:9]([N+:11]([O-:13])=[O:12])[CH:8]=[CH:7][C:3]=1[C:4]([NH2:6])=[O:5].[CH3:14][CH2:15][C:16](=O)[CH2:17][CH3:18].O.C1(C)C=CC(S(O)(=O)=O)=CC=1.C(=O)(O)[O-].[Na+], predict the reaction product. The product is: [CH2:15]([C:16]1([CH2:17][CH3:18])[NH:6][C:4](=[O:5])[C:3]2[CH:7]=[CH:8][C:9]([N+:11]([O-:13])=[O:12])=[CH:10][C:2]=2[O:1]1)[CH3:14]. (8) Given the reactants [OH:1][C:2]1[CH:11]=[CH:10][C:9]2[C:4](=[CH:5][C:6]([OH:12])=[CH:7][CH:8]=2)[CH:3]=1.N1C(C)=CC=CC=1C.[O:21](S(C(F)(F)F)(=O)=O)[S:22]([C:25]([F:28])([F:27])[F:26])(=O)=[O:23].C([O-])(O)=O.[Na+], predict the reaction product. The product is: [F:26][C:25]([F:28])([F:27])[S:22]([O:1][C:2]1[CH:11]=[CH:10][C:9]2[C:4](=[CH:5][C:6]([O:12][S:22]([C:25]([F:26])([F:27])[F:28])(=[O:21])=[O:23])=[CH:7][CH:8]=2)[CH:3]=1)(=[O:23])=[O:21]. (9) The product is: [Cl:26][C:27]1[N:32]=[C:31]([C:2]#[C:1][C:3]2[CH:4]=[N:5][N:6]3[C:11]([C:12]([F:14])([F:13])[F:15])=[CH:10][C:9]([C:16]4[CH:21]=[CH:20][C:19]([C:22]([F:25])([F:24])[F:23])=[CH:18][CH:17]=4)=[N:8][C:7]=23)[CH:30]=[CH:29][N:28]=1. Given the reactants [C:1]([C:3]1[CH:4]=[N:5][N:6]2[C:11]([C:12]([F:15])([F:14])[F:13])=[CH:10][C:9]([C:16]3[CH:21]=[CH:20][C:19]([C:22]([F:25])([F:24])[F:23])=[CH:18][CH:17]=3)=[N:8][C:7]=12)#[CH:2].[Cl:26][C:27]1[N:32]=[C:31](Cl)[CH:30]=[CH:29][N:28]=1, predict the reaction product.